Dataset: Full USPTO retrosynthesis dataset with 1.9M reactions from patents (1976-2016). Task: Predict the reactants needed to synthesize the given product. (1) Given the product [CH3:9][O:8][C:4]1[CH:5]=[CH:6][CH:7]=[C:2]2[C:3]=1[C:10]([CH3:11])=[N:13][NH:14]2, predict the reactants needed to synthesize it. The reactants are: F[C:2]1[CH:7]=[CH:6][CH:5]=[C:4]([O:8][CH3:9])[C:3]=1[C:10](=O)[CH3:11].[NH2:13][NH2:14].C([O-])(=O)C.[Na+]. (2) The reactants are: [CH3:1][O:2][C:3]([C:5]1[CH:14]=[CH:13][C:12]2[C@@H:11](O)[CH2:10][CH2:9][CH2:8][C:7]=2[CH:6]=1)=[O:4].C1C=CC(P([N:30]=[N+:31]=[N-:32])(C2C=CC=CC=2)=O)=CC=1.C1CCN2C(=NCCC2)CC1. Given the product [N:30]([C@@H:11]1[CH2:10][CH2:9][CH2:8][C:7]2[CH:6]=[C:5]([C:3]([O:2][CH3:1])=[O:4])[CH:14]=[CH:13][C:12]1=2)=[N+:31]=[N-:32], predict the reactants needed to synthesize it. (3) Given the product [C:1]([O:5][C:6]([N:8]1[C:12]([NH:13][C:14](=[O:21])[CH:15]([CH3:20])[CH2:16][CH2:17][CH2:18][N:40]2[CH2:41][CH2:42][CH2:43][N:37]([C:44](=[O:46])[CH3:45])[CH2:38][CH2:39]2)=[CH:11][C:10]([C:22]2[CH:27]=[CH:26][C:25]([O:28][CH3:29])=[CH:24][CH:23]=2)=[N:9]1)=[O:7])([CH3:4])([CH3:3])[CH3:2], predict the reactants needed to synthesize it. The reactants are: [C:1]([O:5][C:6]([N:8]1[C:12]([NH:13][C:14](=[O:21])[CH:15]([CH3:20])[CH2:16][CH2:17][CH2:18]Br)=[CH:11][C:10]([C:22]2[CH:27]=[CH:26][C:25]([O:28][CH3:29])=[CH:24][CH:23]=2)=[N:9]1)=[O:7])([CH3:4])([CH3:3])[CH3:2].C(N(CC)CC)C.[N:37]1([C:44](=[O:46])[CH3:45])[CH2:43][CH2:42][CH2:41][NH:40][CH2:39][CH2:38]1.C([O-])(O)=O.[Na+]. (4) Given the product [NH2:30][C:31]1[C:32]([C:38]([NH:1][C:2]2[CH:3]=[N:4][CH:5]=[CH:6][C:7]=2[C:8]2[CH:13]=[C:12]([CH3:14])[N:11]=[C:10]([N:15]([C:23]([O:25][C:26]([CH3:29])([CH3:28])[CH3:27])=[O:24])[C:16]([O:18][C:19]([CH3:21])([CH3:22])[CH3:20])=[O:17])[N:9]=2)=[O:39])=[N:33][C:34]([Br:37])=[CH:35][CH:36]=1, predict the reactants needed to synthesize it. The reactants are: [NH2:1][C:2]1[CH:3]=[N:4][CH:5]=[CH:6][C:7]=1[C:8]1[CH:13]=[C:12]([CH3:14])[N:11]=[C:10]([N:15]([C:23]([O:25][C:26]([CH3:29])([CH3:28])[CH3:27])=[O:24])[C:16]([O:18][C:19]([CH3:22])([CH3:21])[CH3:20])=[O:17])[N:9]=1.[NH2:30][C:31]1[C:32]([C:38](O)=[O:39])=[N:33][C:34]([Br:37])=[CH:35][CH:36]=1.C(Cl)CCl.C1C=NC2N(O)N=NC=2C=1.